This data is from Forward reaction prediction with 1.9M reactions from USPTO patents (1976-2016). The task is: Predict the product of the given reaction. (1) The product is: [O:19]=[C:17]([N:12]1[CH2:11][CH2:10][C:9]([C:4]2[CH:5]=[CH:6][C:7]([Cl:8])=[C:2]([Cl:1])[CH:3]=2)([C:15]#[N:16])[CH2:14][CH2:13]1)[CH3:18]. Given the reactants [Cl:1][C:2]1[CH:3]=[C:4]([C:9]2([C:15]#[N:16])[CH2:14][CH2:13][NH:12][CH2:11][CH2:10]2)[CH:5]=[CH:6][C:7]=1[Cl:8].[C:17](Cl)(=[O:19])[CH3:18], predict the reaction product. (2) The product is: [F:1][C:2]1[CH:3]=[C:4]([CH:29]=[CH:30][C:31]=1[F:32])[CH2:5][NH:6][C:7]([C:9]1[C:17]2[C:12](=[CH:13][C:14]([O:18][C:36]3[CH:37]=[N:38][CH:39]=[CH:40][CH:41]=3)=[CH:15][CH:16]=2)[N:11]([CH2:19][C:20]2[CH:25]=[CH:24][CH:23]=[CH:22][N:21]=2)[C:10]=1[CH:26]([CH3:28])[CH3:27])=[O:8]. Given the reactants [F:1][C:2]1[CH:3]=[C:4]([CH:29]=[CH:30][C:31]=1[F:32])[CH2:5][NH:6][C:7]([C:9]1[C:17]2[C:12](=[CH:13][C:14]([OH:18])=[CH:15][CH:16]=2)[N:11]([CH2:19][C:20]2[CH:25]=[CH:24][CH:23]=[CH:22][N:21]=2)[C:10]=1[CH:26]([CH3:28])[CH3:27])=[O:8].[OH-].[K+].Br[C:36]1[CH:37]=[N:38][CH:39]=[CH:40][CH:41]=1, predict the reaction product. (3) Given the reactants [H-].[Na+].C(OP([CH2:11][C:12]([O:14][CH2:15][CH3:16])=[O:13])(OCC)=O)C.[Br:17][C:18]1[CH:19]=[CH:20][C:21]([N:26]2[CH2:31][CH2:30][CH:29]([CH3:32])[CH2:28][CH2:27]2)=[C:22]([CH:25]=1)[CH:23]=O.O, predict the reaction product. The product is: [Br:17][C:18]1[CH:19]=[CH:20][C:21]([N:26]2[CH2:31][CH2:30][CH:29]([CH3:32])[CH2:28][CH2:27]2)=[C:22](/[CH:23]=[CH:11]/[C:12]([O:14][CH2:15][CH3:16])=[O:13])[CH:25]=1. (4) The product is: [ClH:23].[CH3:1][O:2][N:3]([CH3:22])[C:4]1[N:9]=[C:8]([NH:10][CH2:11][CH:12]2[CH2:13][CH2:14][CH2:15][CH2:16][CH2:17]2)[N:7]=[C:6]([NH:18][CH2:19][C:20]#[CH:21])[N:5]=1. Given the reactants [CH3:1][O:2][N:3]([CH3:22])[C:4]1[N:9]=[C:8]([NH:10][CH2:11][CH:12]2[CH2:17][CH2:16][CH2:15][CH2:14][CH2:13]2)[N:7]=[C:6]([NH:18][CH2:19][C:20]#[CH:21])[N:5]=1.[ClH:23].C(OCC)C.Cl.CON(C)C1N=C(NCCC)N=C(NCC#C)N=1, predict the reaction product.